Predict the reactants needed to synthesize the given product. From a dataset of Retrosynthesis with 50K atom-mapped reactions and 10 reaction types from USPTO. (1) Given the product COCC(C)(C)OC(=O)c1c(NC(=O)C2COc3ccccc3O2)nc(OC)n1-c1ccc2c(c1)OCO2, predict the reactants needed to synthesize it. The reactants are: COCC(C)(C)OC(=O)c1c(N)nc(OC)n1-c1ccc2c(c1)OCO2.O=C(Cl)C1COc2ccccc2O1. (2) Given the product CC(=O)Nc1cc(C)ccn1, predict the reactants needed to synthesize it. The reactants are: CC(=O)OC(C)=O.Cc1ccnc(N)c1.